This data is from Forward reaction prediction with 1.9M reactions from USPTO patents (1976-2016). The task is: Predict the product of the given reaction. Given the reactants [C:1]([O:5][C:6]([NH:8][CH2:9][CH:10]([CH3:14])[C:11]([OH:13])=O)=[O:7])([CH3:4])([CH3:3])[CH3:2].C1C=CC2N(O)N=NC=2C=1.C(Cl)CCl.C(N(CC)CC)C.Cl.[CH3:37][NH:38][O:39][CH3:40], predict the reaction product. The product is: [CH3:40][O:39][N:38]([CH3:37])[C:11](=[O:13])[CH:10]([CH3:14])[CH2:9][NH:8][C:6](=[O:7])[O:5][C:1]([CH3:2])([CH3:3])[CH3:4].